Dataset: Catalyst prediction with 721,799 reactions and 888 catalyst types from USPTO. Task: Predict which catalyst facilitates the given reaction. Reactant: C(OC([NH:8][CH2:9][CH2:10][CH2:11][O:12][C:13]1[CH:29]=[CH:28][C:16]2[CH2:17][CH:18]([CH2:23][C:24]([O:26][CH3:27])=[O:25])[C:19](=[O:22])[NH:20][CH2:21][C:15]=2[CH:14]=1)=O)(C)(C)C.[C:30]([OH:36])([C:32]([F:35])([F:34])[F:33])=[O:31]. Product: [F:33][C:32]([F:35])([F:34])[C:30]([OH:36])=[O:31].[NH2:8][CH2:9][CH2:10][CH2:11][O:12][C:13]1[CH:29]=[CH:28][C:16]2[CH2:17][CH:18]([CH2:23][C:24]([O:26][CH3:27])=[O:25])[C:19](=[O:22])[NH:20][CH2:21][C:15]=2[CH:14]=1. The catalyst class is: 2.